From a dataset of Forward reaction prediction with 1.9M reactions from USPTO patents (1976-2016). Predict the product of the given reaction. (1) Given the reactants Br[C:2]1[CH:7]=[CH:6][CH:5]=[CH:4][C:3]=1[CH2:8][C:9]#[N:10].[CH:11]1(B(O)O)[CH2:13][CH2:12]1.P([O-])([O-])([O-])=O.[K+].[K+].[K+].C1(P(C2CCCCC2)C2CCCCC2)CCCCC1, predict the reaction product. The product is: [CH:11]1([C:2]2[CH:7]=[CH:6][CH:5]=[CH:4][C:3]=2[CH2:8][C:9]#[N:10])[CH2:13][CH2:12]1. (2) Given the reactants [O:1]=[C:2]1[C:11]2[CH2:12][NH:13][N:14](COCC[Si](C)(C)C)[C:10]=2[C:9]2[CH:8]=[CH:7][C:6]([C:23]3[CH:28]=[CH:27][CH:26]=[CH:25][C:24]=3[NH:29][S:30]([CH3:33])(=[O:32])=[O:31])=[CH:5][C:4]=2[N:3]1[CH2:34][C:35]([F:38])([F:37])[F:36].O=C1C2=CN(COCC[Si](C)(C)C)N=C2C2C=CC(C3C=CC=CC=3NS(C)(=O)=O)=CC=2N1CC(F)(F)F, predict the reaction product. The product is: [O:1]=[C:2]1[C:11]2=[CH:12][NH:13][N:14]=[C:10]2[C:9]2[CH:8]=[CH:7][C:6]([C:23]3[CH:28]=[CH:27][CH:26]=[CH:25][C:24]=3[NH:29][S:30]([CH3:33])(=[O:32])=[O:31])=[CH:5][C:4]=2[N:3]1[CH2:34][C:35]([F:36])([F:37])[F:38]. (3) The product is: [Br:18][CH2:19][CH:20]=[CH:21][CH2:22][O:17][C:13]1[CH:12]=[C:11]2[C:16](=[CH:15][CH:14]=1)[N:8]([C:5]1[CH:6]=[CH:7][C:2]([F:1])=[CH:3][CH:4]=1)[CH:9]=[CH:10]2. Given the reactants [F:1][C:2]1[CH:7]=[CH:6][C:5]([N:8]2[C:16]3[C:11](=[CH:12][C:13]([OH:17])=[CH:14][CH:15]=3)[CH:10]=[CH:9]2)=[CH:4][CH:3]=1.[Br:18][CH:19]=[CH:20][CH2:21][CH2:22]Br, predict the reaction product.